This data is from Catalyst prediction with 721,799 reactions and 888 catalyst types from USPTO. The task is: Predict which catalyst facilitates the given reaction. (1) Reactant: [OH:1][C:2]([C:4](F)(F)F)=O.[CH:8]1([NH:12][C:13]2[N:18]=[C:17]3[CH2:19][NH:20][CH2:21][CH2:22][C:16]3=[N:15][C:14]=2[N:23]2[CH2:28][CH2:27][CH:26]([O:29][C:30]3[CH:35]=[CH:34][C:33]([F:36])=[CH:32][C:31]=3[F:37])[CH2:25][CH2:24]2)[CH2:11][CH2:10][CH2:9]1.N1C=CC=CC=1.C(OC(=O)C)(=O)C. Product: [CH:8]1([NH:12][C:13]2[N:18]=[C:17]3[CH2:19][N:20]([C:2](=[O:1])[CH3:4])[CH2:21][CH2:22][C:16]3=[N:15][C:14]=2[N:23]2[CH2:28][CH2:27][CH:26]([O:29][C:30]3[CH:35]=[CH:34][C:33]([F:36])=[CH:32][C:31]=3[F:37])[CH2:25][CH2:24]2)[CH2:9][CH2:10][CH2:11]1. The catalyst class is: 2. (2) Reactant: N#N.CCN=C=NCCCN(C)C.Cl.CCN(CC)CC.[CH3:22][O:23][C:24]1[CH:25]=[C:26]([CH2:34][CH2:35][C:36]([OH:38])=O)[CH:27]=[C:28]([O:32][CH3:33])[C:29]=1[O:30][CH3:31].[N+:39]([C:42]1[CH:43]=[C:44]([NH2:48])[CH:45]=[CH:46][CH:47]=1)([O-:41])=[O:40]. Product: [N+:39]([C:42]1[CH:43]=[C:44]([NH:48][C:36](=[O:38])[CH2:35][CH2:34][C:26]2[CH:27]=[C:28]([O:32][CH3:33])[C:29]([O:30][CH3:31])=[C:24]([O:23][CH3:22])[CH:25]=2)[CH:45]=[CH:46][CH:47]=1)([O-:41])=[O:40]. The catalyst class is: 64. (3) Reactant: [Cl:1][C:2]1[CH:22]=[C:21]([Cl:23])[CH:20]=[CH:19][C:3]=1[CH2:4][N:5]1[C:9]([CH2:10][CH2:11][C:12]([OH:14])=O)=[CH:8][C:7]([O:15][CH:16]([CH3:18])[CH3:17])=[N:6]1.[CH2:24]([S:29]([NH2:32])(=[O:31])=[O:30])[CH2:25][CH2:26][CH2:27][CH3:28].N12CCCN=C1CCCCC2. Product: [Cl:1][C:2]1[CH:22]=[C:21]([Cl:23])[CH:20]=[CH:19][C:3]=1[CH2:4][N:5]1[C:9]([CH2:10][CH2:11][C:12]([NH:32][S:29]([CH2:24][CH2:25][CH2:26][CH2:27][CH3:28])(=[O:31])=[O:30])=[O:14])=[CH:8][C:7]([O:15][CH:16]([CH3:18])[CH3:17])=[N:6]1. The catalyst class is: 7. (4) Reactant: Cl.[Br:2][C:3]1[CH:8]=[CH:7][C:6]([NH:9]N)=[CH:5][CH:4]=1.[F:11][C:12]([F:24])([F:23])[O:13][C:14]1[CH:19]=[CH:18][C:17]([C:20](=O)[CH3:21])=[CH:16][CH:15]=1.CC([O-])=O.[Na+]. Product: [Br:2][C:3]1[CH:8]=[C:7]2[C:6](=[CH:5][CH:4]=1)[NH:9][C:20]([C:17]1[CH:16]=[CH:15][C:14]([O:13][C:12]([F:11])([F:23])[F:24])=[CH:19][CH:18]=1)=[CH:21]2. The catalyst class is: 88. (5) Reactant: [C:1]([OH:6])(=O)[CH2:2][CH2:3][CH3:4].[CH3:7][C:8]([CH3:29])([CH3:28])[CH2:9][N:10]1[C:14]2[N:15]=[C:16]([C:19]#[N:20])[N:17]=[CH:18][C:13]=2[CH:12]=[C:11]1[CH2:21][N:22]1[CH2:27][CH2:26][NH:25][CH2:24][CH2:23]1.C1C=CC2N(O)N=NC=2C=1.Cl.[Cl-].[NH4+]. Product: [C:1]([N:25]1[CH2:26][CH2:27][N:22]([CH2:21][C:11]2[N:10]([CH2:9][C:8]([CH3:29])([CH3:28])[CH3:7])[C:14]3[N:15]=[C:16]([C:19]#[N:20])[N:17]=[CH:18][C:13]=3[CH:12]=2)[CH2:23][CH2:24]1)(=[O:6])[CH2:2][CH2:3][CH3:4]. The catalyst class is: 3. (6) Reactant: [NH:1]1[C:9]2[C:4](=[CH:5][CH:6]=[CH:7][CH:8]=2)[CH2:3][C@H:2]1[C:10]([OH:12])=[O:11].[CH3:13]O. The catalyst class is: 65. Product: [NH:1]1[C:9]2[C:4](=[CH:5][CH:6]=[CH:7][CH:8]=2)[CH2:3][C@H:2]1[C:10]([O:12][CH3:13])=[O:11]. (7) Reactant: [CH3:1][N:2]([C:10]([C:12]1[CH:17]=[CH:16][C:15]([NH:18][CH:19]([C:23]2[O:24][C:25]3[CH:32]=[CH:31][C:30]([O:33][CH:34]4[CH2:39][CH2:38][S:37][CH2:36][CH2:35]4)=[CH:29][C:26]=3[C:27]=2[CH3:28])[CH:20]([CH3:22])[CH3:21])=[CH:14][CH:13]=1)=[O:11])[CH2:3][CH2:4][C:5]([O:7]CC)=[O:6].[OH-].[Na+]. Product: [CH3:1][N:2]([C:10]([C:12]1[CH:13]=[CH:14][C:15]([NH:18][CH:19]([C:23]2[O:24][C:25]3[CH:32]=[CH:31][C:30]([O:33][CH:34]4[CH2:35][CH2:36][S:37][CH2:38][CH2:39]4)=[CH:29][C:26]=3[C:27]=2[CH3:28])[CH:20]([CH3:22])[CH3:21])=[CH:16][CH:17]=1)=[O:11])[CH2:3][CH2:4][C:5]([OH:7])=[O:6]. The catalyst class is: 199. (8) The catalyst class is: 2. Product: [Cl:29][C:5]1[C:6]([C:8]2[C:9](=[O:28])[N:10]([CH2:26][CH3:27])[C:11]3[C:16]([CH:17]=2)=[CH:15][N:14]=[C:13]([NH:18][CH:19]2[CH2:24][CH2:23][N:22]([CH3:25])[CH2:21][CH2:20]2)[CH:12]=3)=[CH:7][C:2]([NH:1][C:44]([NH:43][C:37]2[CH:42]=[CH:41][CH:40]=[CH:39][CH:38]=2)=[O:45])=[C:3]([F:30])[CH:4]=1. Reactant: [NH2:1][C:2]1[C:3]([F:30])=[CH:4][C:5]([Cl:29])=[C:6]([C:8]2[C:9](=[O:28])[N:10]([CH2:26][CH3:27])[C:11]3[C:16]([CH:17]=2)=[CH:15][N:14]=[C:13]([NH:18][CH:19]2[CH2:24][CH2:23][N:22]([CH3:25])[CH2:21][CH2:20]2)[CH:12]=3)[CH:7]=1.N1C=CC=CC=1.[C:37]1([N:43]=[C:44]=[O:45])[CH:42]=[CH:41][CH:40]=[CH:39][CH:38]=1. (9) Reactant: [OH:1][CH2:2][C@H:3]1[CH2:8][CH2:7][CH2:6][CH2:5][C@@H:4]1[NH:9][CH:10]1[CH2:15][CH2:14][N:13]([C:16]([O:18][C:19]([CH3:22])([CH3:21])[CH3:20])=[O:17])[CH2:12][CH2:11]1.C(N(C(C)C)CC)(C)C.Cl[C:33](Cl)([O:35]C(=O)OC(Cl)(Cl)Cl)Cl. Product: [O:35]=[C:33]1[N:9]([CH:10]2[CH2:15][CH2:14][N:13]([C:16]([O:18][C:19]([CH3:22])([CH3:21])[CH3:20])=[O:17])[CH2:12][CH2:11]2)[C@@H:4]2[C@H:3]([CH2:8][CH2:7][CH2:6][CH2:5]2)[CH2:2][O:1]1. The catalyst class is: 1.